This data is from Catalyst prediction with 721,799 reactions and 888 catalyst types from USPTO. The task is: Predict which catalyst facilitates the given reaction. (1) Reactant: C1(S([N:10]2[C:18]3[C:13](=[CH:14][C:15]([Cl:19])=[CH:16][CH:17]=3)[CH:12]=[C:11]2[S:20]([N:23]2[CH2:28][CH2:27][N:26]([C:29]([CH:31]3[CH2:36][CH2:35][N:34]([C:37]4[CH:38]=[CH:39][C:40](=[O:44])[N:41]([CH3:43])[N:42]=4)[CH2:33][CH2:32]3)=[O:30])[CH2:25][CH:24]2[OH:45])(=[O:22])=[O:21])(=O)=O)C=CC=CC=1.[F-].C([N+](CCCC)(CCCC)CCCC)CCC. Product: [Cl:19][C:15]1[CH:14]=[C:13]2[C:18](=[CH:17][CH:16]=1)[NH:10][C:11]([S:20]([N:23]1[CH2:28][CH2:27][N:26]([C:29]([CH:31]3[CH2:32][CH2:33][N:34]([C:37]4[CH:38]=[CH:39][C:40](=[O:44])[N:41]([CH3:43])[N:42]=4)[CH2:35][CH2:36]3)=[O:30])[CH2:25][CH:24]1[OH:45])(=[O:22])=[O:21])=[CH:12]2. The catalyst class is: 7. (2) Reactant: [CH2:1]([NH:5][CH2:6][C:7]1[CH:19]=[CH:18][C:10]([O:11][CH2:12][C:13]([O:15][CH2:16][CH3:17])=[O:14])=[C:9]([CH2:20][CH3:21])[CH:8]=1)[CH2:2][CH2:3][CH3:4].C(N(CC)C(C)C)(C)C.Cl[C:32]1[C:37]([CH3:38])=[C:36]([C:39]2[CH:44]=[CH:43][C:42]([CH3:45])=[CH:41][CH:40]=2)[N:35]=[CH:34][N:33]=1. Product: [CH2:1]([N:5]([CH2:6][C:7]1[CH:19]=[CH:18][C:10]([O:11][CH2:12][C:13]([O:15][CH2:16][CH3:17])=[O:14])=[C:9]([CH2:20][CH3:21])[CH:8]=1)[C:32]1[C:37]([CH3:38])=[C:36]([C:39]2[CH:44]=[CH:43][C:42]([CH3:45])=[CH:41][CH:40]=2)[N:35]=[CH:34][N:33]=1)[CH2:2][CH2:3][CH3:4]. The catalyst class is: 2. (3) Reactant: [Br:1][C:2]1[CH:7]=[CH:6][C:5]([C:8]2[CH:19]=[C:11]3[CH:12]=[C:13]([C:16]([OH:18])=O)[CH:14]=[CH:15][N:10]3[N:9]=2)=[CH:4][CH:3]=1.[CH2:20]([NH:25][CH2:26][CH2:27][CH:28]([CH3:30])[CH3:29])[CH2:21][CH:22]([CH3:24])[CH3:23].Cl.C(N=C=NCCCN(C)C)C.[Cl-].[NH4+]. Product: [CH2:26]([N:25]([CH2:20][CH2:21][CH:22]([CH3:24])[CH3:23])[C:16]([C:13]1[CH:14]=[CH:15][N:10]2[N:9]=[C:8]([C:5]3[CH:4]=[CH:3][C:2]([Br:1])=[CH:7][CH:6]=3)[CH:19]=[C:11]2[CH:12]=1)=[O:18])[CH2:27][CH:28]([CH3:29])[CH3:30]. The catalyst class is: 174. (4) Reactant: C[Li].Br[C:4]1[CH:5]=[CH:6][C:7]([Cl:24])=[C:8]([CH:23]=1)[C:9]([NH:11][CH2:12][C:13]12[CH2:22][CH:17]3[CH2:18][CH:19]([CH2:21][CH:15]([CH2:16]3)[CH2:14]1)[CH2:20]2)=[O:10].[B:25](OC(C)C)([O:30]C(C)C)[O:26]C(C)C.C([Li])(C)(C)C.[Cl-].[NH4+]. Product: [Cl:24][C:7]1[CH:6]=[CH:5][C:4]([B:25]([OH:30])[OH:26])=[CH:23][C:8]=1[C:9]([NH:11][CH2:12][C:13]12[CH2:22][CH:17]3[CH2:18][CH:19]([CH2:21][CH:15]([CH2:16]3)[CH2:14]1)[CH2:20]2)=[O:10]. The catalyst class is: 54. (5) Reactant: [O:1]1[CH2:6][CH2:5][CH:4]([CH2:7][OH:8])[CH2:3][CH2:2]1.[S:9](Cl)([C:12]1[CH:18]=[CH:17][C:15]([CH3:16])=[CH:14][CH:13]=1)(=[O:11])=[O:10]. Product: [CH3:16][C:15]1[CH:17]=[CH:18][C:12]([S:9]([O:8][CH2:7][CH:4]2[CH2:5][CH2:6][O:1][CH2:2][CH2:3]2)(=[O:11])=[O:10])=[CH:13][CH:14]=1. The catalyst class is: 66. (6) Reactant: C([N:20]1[CH2:25][CH2:24][C:23]2[S:26][C:27]([O:29][C:30](=[O:32])[CH3:31])=[CH:28][C:22]=2[CH2:21]1)(C1C=CC=CC=1)(C1C=CC=CC=1)C1C=CC=CC=1.[ClH:33]. Product: [ClH:33].[S:26]1[C:23]2[CH2:24][CH2:25][NH:20][CH2:21][C:22]=2[CH:28]=[C:27]1[O:29][C:30](=[O:32])[CH3:31]. The catalyst class is: 21. (7) Reactant: [Li]CCCC.Br[C:7]1[CH:12]=[CH:11][CH:10]=[C:9]([Br:13])[N:8]=1.C(=O)=O.[CH3:17][C:18]([CH3:20])=[O:19]. Product: [Br:13][C:9]1[N:8]=[C:7]([C:18]([OH:19])([CH3:20])[CH3:17])[CH:12]=[CH:11][CH:10]=1. The catalyst class is: 323. (8) Reactant: Br[C:2]1[CH:3]=[C:4]([N+:9]([O-:11])=[O:10])[C:5]([CH3:8])=[N:6][CH:7]=1.[B:12]1([B:12]2[O:16][C:15]([CH3:18])([CH3:17])[C:14]([CH3:20])([CH3:19])[O:13]2)[O:16][C:15]([CH3:18])([CH3:17])[C:14]([CH3:20])([CH3:19])[O:13]1.C([O-])(=O)C.[K+]. Product: [CH3:8][C:5]1[C:4]([N+:9]([O-:11])=[O:10])=[CH:3][C:2]([B:12]2[O:16][C:15]([CH3:18])([CH3:17])[C:14]([CH3:20])([CH3:19])[O:13]2)=[CH:7][N:6]=1. The catalyst class is: 75. (9) Reactant: [C:1]1([CH:7]([NH:19][S:20]([CH2:23][C:24]2[CH:29]=[CH:28][CH:27]=[CH:26][CH:25]=2)(=[O:22])=[O:21])[C:8]([O:10][C@@H:11]2[CH:16]3[CH2:17][CH2:18][N:13]([CH2:14][CH2:15]3)[CH2:12]2)=[O:9])[CH:6]=[CH:5][CH:4]=[CH:3][CH:2]=1.[Br:30][CH2:31][C:32]([C:34]1[CH:39]=[CH:38][CH:37]=[CH:36][CH:35]=1)=[O:33]. Product: [Br-:30].[O:33]=[C:32]([C:34]1[CH:39]=[CH:38][CH:37]=[CH:36][CH:35]=1)[CH2:31][N+:13]12[CH2:18][CH2:17][CH:16]([CH2:15][CH2:14]1)[C@@H:11]([O:10][C:8](=[O:9])[CH:7]([C:1]1[CH:2]=[CH:3][CH:4]=[CH:5][CH:6]=1)[NH:19][S:20]([CH2:23][C:24]1[CH:25]=[CH:26][CH:27]=[CH:28][CH:29]=1)(=[O:22])=[O:21])[CH2:12]2. The catalyst class is: 25.